From a dataset of Forward reaction prediction with 1.9M reactions from USPTO patents (1976-2016). Predict the product of the given reaction. (1) Given the reactants [NH2:1][C:2]1[CH:7]=[CH:6][CH:5]=[C:4]([Br:8])[N:3]=1.Cl[CH:10](Cl)[C:11]([CH2:13]Cl)=O.C[O:17]CCOC, predict the reaction product. The product is: [Br:8][C:4]1[N:3]2[CH:10]=[C:11]([CH:13]=[O:17])[N:1]=[C:2]2[CH:7]=[CH:6][CH:5]=1. (2) The product is: [N+:1]([C:4]1[CH:5]=[C:6]([CH:10]=[C:11]([N+:13]([O-:15])=[O:14])[CH:12]=1)[NH2:21])([O-:3])=[O:2]. Given the reactants [N+:1]([C:4]1[CH:5]=[C:6]([CH:10]=[C:11]([N+:13]([O-:15])=[O:14])[CH:12]=1)C(O)=O)([O-:3])=[O:2].S(=O)(=O)(O)O.[N-:21]=[N+]=[N-].[Na+], predict the reaction product. (3) Given the reactants [NH2:1][C:2]1[N:3]=[CH:4][C:5]([C:22]([O:24][CH2:25][CH3:26])=[O:23])=[N:6][C:7]=1[C:8]1[CH:13]=[CH:12][C:11]([C:14]([O:16]C(C)(C)C)=[O:15])=[C:10]([F:21])[CH:9]=1.[C:27]([OH:33])([C:29]([F:32])([F:31])[F:30])=[O:28], predict the reaction product. The product is: [NH2:1][C:2]1[C:7]([C:8]2[CH:13]=[CH:12][C:11]([C:14]([OH:16])=[O:15])=[C:10]([F:21])[CH:9]=2)=[N:6][C:5]([C:22]([O:24][CH2:25][CH3:26])=[O:23])=[CH:4][N:3]=1.[C:27]([OH:33])([C:29]([F:32])([F:31])[F:30])=[O:28]. (4) Given the reactants C(#N)C.Br[C:5]1[CH:6]=[C:7]([C:11]2[C:12]3[CH:23]=[C:22]([C:24]4[CH:29]=[CH:28][CH:27]=[CH:26][CH:25]=4)[C:21]([O:30][CH3:31])=[CH:20][C:13]=3[N:14]([CH3:19])[C:15](=[O:18])[CH2:16][N:17]=2)[CH:8]=[CH:9][CH:10]=1.[C:32]1(C#C)[CH:37]=[CH:36][CH:35]=[CH:34][CH:33]=1.C1(P(C2C=CC=CC=2)C2C=CC=CC=2)C=CC=CC=1, predict the reaction product. The product is: [C:37]([C:5]1[CH:6]=[C:7]([C:11]2[C:12]3[CH:23]=[C:22]([C:24]4[CH:25]=[CH:26][CH:27]=[CH:28][CH:29]=4)[C:21]([O:30][CH3:31])=[CH:20][C:13]=3[N:14]([CH3:19])[C:15](=[O:18])[CH2:16][N:17]=2)[CH:8]=[CH:9][CH:10]=1)#[C:32][CH2:33][CH2:34][CH2:35][CH3:36]. (5) Given the reactants C[N:2](C)/[CH:3]=[CH:4]/[C:5]([C:7]1[C:12](=[O:13])[CH:11]=[CH:10][N:9]([C:14]2[CH:15]=[C:16]([S:20]([NH:23][CH3:24])(=[O:22])=[O:21])[CH:17]=[CH:18][CH:19]=2)[N:8]=1)=O.[CH:26]1[C:35]2[C:30](=[C:31]([NH:36]N)[CH:32]=[CH:33][CH:34]=2)[CH:29]=[CH:28][N:27]=1, predict the reaction product. The product is: [CH:26]1[C:35]2[C:30](=[C:31]([N:36]3[C:5]([C:7]4[C:12](=[O:13])[CH:11]=[CH:10][N:9]([C:14]5[CH:15]=[C:16]([S:20]([NH:23][CH3:24])(=[O:22])=[O:21])[CH:17]=[CH:18][CH:19]=5)[N:8]=4)=[CH:4][CH:3]=[N:2]3)[CH:32]=[CH:33][CH:34]=2)[CH:29]=[CH:28][N:27]=1. (6) Given the reactants [C:1]([C:4]1[N:13]=[C:12]2[C:7]([C:8]([C:14]3[CH:15]=[CH:16][C:17]([F:28])=[C:18]([C:20]4[C:21]([C:26]#[N:27])=[CH:22][CH:23]=[CH:24][CH:25]=4)[CH:19]=3)=[CH:9][CH:10]=[N:11]2)=[CH:6][CH:5]=1)(=[O:3])[CH3:2].[CH3:29][Mg]Br.[NH4+].[Cl-], predict the reaction product. The product is: [F:28][C:17]1[CH:16]=[CH:15][C:14]([C:8]2[C:7]3[C:12](=[N:13][C:4]([C:1]([OH:3])([CH3:29])[CH3:2])=[CH:5][CH:6]=3)[N:11]=[CH:10][CH:9]=2)=[CH:19][C:18]=1[C:20]1[C:21]([C:26]#[N:27])=[CH:22][CH:23]=[CH:24][CH:25]=1. (7) Given the reactants C1C=NC=[C:3]([CH:7]=[O:8])C=1.[CH3:9][N:10]1[C:14]2[CH:15]=[CH:16][CH:17]=[CH:18][C:13]=2[S:12]/[C:11]/1=[N:19]/[N:20]=[CH:21][C:22]1[CH:27]=[CH:26][CH:25]=[N:24][CH:23]=1.[Br:28]C(O)C, predict the reaction product. The product is: [Br-:28].[OH:8][CH2:7][CH2:3][N+:24]1[CH:25]=[CH:26][CH:27]=[C:22](/[CH:21]=[N:20]\[N:19]=[C:11]2\[S:12][C:13]3[CH:18]=[CH:17][CH:16]=[CH:15][C:14]=3[N:10]\2[CH3:9])[CH:23]=1. (8) The product is: [OH:1][C:2]1[C:3]([CH3:33])([CH3:32])[C:4]2[C:9]([C:10](=[O:23])[C:11]=1[C:12]([NH:14][CH2:15][C:16]([OH:18])=[O:17])=[O:13])=[CH:8][CH:7]=[C:6]([CH2:24][CH2:25][C:26]1[CH:27]=[CH:28][CH:29]=[CH:30][CH:31]=1)[CH:5]=2. Given the reactants [OH:1][C:2]1[C:3]([CH3:33])([CH3:32])[C:4]2[C:9]([C:10](=[O:23])[C:11]=1[C:12]([NH:14][CH2:15][C:16]([O:18]C(C)(C)C)=[O:17])=[O:13])=[CH:8][CH:7]=[C:6]([CH2:24][CH2:25][C:26]1[CH:31]=[CH:30][CH:29]=[CH:28][CH:27]=1)[CH:5]=2, predict the reaction product. (9) Given the reactants [CH3:1][CH:2]1[CH2:7][CH2:6][CH:5]([NH:8][CH2:9][C:10]2[CH:15]=[CH:14][N:13]=[CH:12][CH:11]=2)[CH2:4][CH2:3]1.ClC1C=CC=CC=1COCCN([C@H]1CC[C@H](C)CC1)[C:24](=[O:39])[NH:25][C:26]1[S:27][C:28]([S:31]CC(C)(C)C(O)=O)=[CH:29][N:30]=1.C([O:53][C:54](=[O:56])[CH3:55])C, predict the reaction product. The product is: [CH3:1][C@H:2]1[CH2:7][CH2:6][C@H:5]([N:8]([CH2:9][C:10]2[CH:15]=[CH:14][N:13]=[CH:12][CH:11]=2)[C:24](=[O:39])[NH:25][C:26]2[S:27][C:28]([S:31][CH2:55][C:54]([OH:53])=[O:56])=[CH:29][N:30]=2)[CH2:4][CH2:3]1. (10) Given the reactants [C:1]([O:5][C:6]([N:8]1[CH2:13][CH2:12][CH2:11][CH:10]([C:14]([OH:16])=[O:15])[CH2:9]1)=[O:7])([CH3:4])([CH3:3])[CH3:2].[CH3:17][Si](C=[N+]=[N-])(C)C, predict the reaction product. The product is: [CH3:17][O:15][C:14]([CH:10]1[CH2:11][CH2:12][CH2:13][N:8]([C:6]([O:5][C:1]([CH3:4])([CH3:2])[CH3:3])=[O:7])[CH2:9]1)=[O:16].